The task is: Predict the reactants needed to synthesize the given product.. This data is from Full USPTO retrosynthesis dataset with 1.9M reactions from patents (1976-2016). (1) Given the product [NH2:11][C:12]1[N:17]=[C:16]([N:18]2[C:27]3[C:22](=[CH:23][C:24]([F:30])=[C:25]([N:9]4[CH2:10][CH:7]([NH:6][CH:3]([CH3:5])[CH3:4])[CH2:8]4)[C:26]=3[Br:28])[C:21](=[O:31])[C:20]([C:32]([OH:34])=[O:33])=[CH:19]2)[C:15]([F:35])=[CH:14][C:13]=1[F:36], predict the reactants needed to synthesize it. The reactants are: Cl.Cl.[CH:3]([NH:6][CH:7]1[CH2:10][NH:9][CH2:8]1)([CH3:5])[CH3:4].[NH2:11][C:12]1[N:17]=[C:16]([N:18]2[C:27]3[C:22](=[CH:23][C:24]([F:30])=[C:25](F)[C:26]=3[Br:28])[C:21](=[O:31])[C:20]([C:32]([OH:34])=[O:33])=[CH:19]2)[C:15]([F:35])=[CH:14][C:13]=1[F:36].CN1CCCC1.[Cl-].[Li+]. (2) Given the product [Br:16][C:13]1[N:12]([CH2:17][C:18]2[CH:23]=[CH:22][C:21]([O:24][CH3:25])=[CH:20][CH:19]=2)[C:9]2=[CH:10][N:11]=[C:6]([C:4]([NH:27][CH2:28][C:29]([OH:31])=[O:30])=[O:5])[C:7]([OH:26])=[C:8]2[C:14]=1[Br:15], predict the reactants needed to synthesize it. The reactants are: C(O[C:4]([C:6]1[C:7]([OH:26])=[C:8]2[C:14]([Br:15])=[C:13]([Br:16])[N:12]([CH2:17][C:18]3[CH:23]=[CH:22][C:21]([O:24][CH3:25])=[CH:20][CH:19]=3)[C:9]2=[CH:10][N:11]=1)=[O:5])C.[NH2:27][CH2:28][C:29]([OH:31])=[O:30].C[O-].[Na+].CO. (3) Given the product [C:15]([O:14][C:12]([NH:11][C:10]1[S:9][N:8]=[N:7][C:6]=1[C:4]([OH:5])=[O:3])=[O:13])([CH3:18])([CH3:16])[CH3:17], predict the reactants needed to synthesize it. The reactants are: C([O:3][C:4]([C:6]1[N:7]=[N:8][S:9][C:10]=1[NH:11][C:12]([O:14][C:15]([CH3:18])([CH3:17])[CH3:16])=[O:13])=[O:5])C.[OH-].[Li+]. (4) Given the product [CH2:1]([N:3]([CH2:5][CH3:6])[CH3:4])[CH3:2].[C:8]1([CH3:18])[CH:9]=[CH:10][C:11]([S:14]([OH:17])(=[O:15])=[O:16])=[CH:12][CH:13]=1, predict the reactants needed to synthesize it. The reactants are: [CH2:1]([N:3]([CH2:5][CH3:6])[CH3:4])[CH3:2].O.[C:8]1([CH3:18])[CH:13]=[CH:12][C:11]([S:14]([OH:17])(=[O:16])=[O:15])=[CH:10][CH:9]=1. (5) Given the product [Br:1][C:2]1[C:3]([O:12][CH2:20][CH2:21][F:22])=[CH:4][CH:5]=[C:6]2[C:11]=1[N:10]=[CH:9][CH:8]=[CH:7]2, predict the reactants needed to synthesize it. The reactants are: [Br:1][C:2]1[C:3]([OH:12])=[CH:4][CH:5]=[C:6]2[C:11]=1[N:10]=[CH:9][CH:8]=[CH:7]2.C([O-])([O-])=O.[Cs+].[Cs+].Br[CH2:20][CH2:21][F:22]. (6) Given the product [CH3:23][C:22]([OH:24])([C@H:21]([NH:20][C:1]([C:8]1[CH:13]=[CH:12][CH:11]=[CH:10][CH:9]=1)([C:14]1[CH:15]=[CH:16][CH:17]=[CH:18][CH:19]=1)[C:2]1[CH:7]=[CH:6][CH:5]=[CH:4][CH:3]=1)[CH2:25][CH3:26])[CH3:27], predict the reactants needed to synthesize it. The reactants are: [C:1]([NH:20][C@H:21]([CH2:25][CH3:26])[C:22](=[O:24])[CH3:23])([C:14]1[CH:19]=[CH:18][CH:17]=[CH:16][CH:15]=1)([C:8]1[CH:13]=[CH:12][CH:11]=[CH:10][CH:9]=1)[C:2]1[CH:7]=[CH:6][CH:5]=[CH:4][CH:3]=1.[CH3:27][Mg]I.O. (7) Given the product [C:1]([N:4]1[C:13]2[C:8](=[CH:9][C:10]([NH:14][C:28](=[O:29])[C:27]3[CH:31]=[CH:32][CH:33]=[CH:34][C:26]=3[O:25][CH3:24])=[CH:11][CH:12]=2)[C:7]([C:16]2[CH:21]=[CH:20][CH:19]=[CH:18][CH:17]=2)([CH3:15])[CH2:6][C:5]1([CH3:23])[CH3:22])(=[O:3])[CH3:2], predict the reactants needed to synthesize it. The reactants are: [C:1]([N:4]1[C:13]2[C:8](=[CH:9][C:10]([NH2:14])=[CH:11][CH:12]=2)[C:7]([C:16]2[CH:21]=[CH:20][CH:19]=[CH:18][CH:17]=2)([CH3:15])[CH2:6][C:5]1([CH3:23])[CH3:22])(=[O:3])[CH3:2].[CH3:24][O:25][C:26]1[CH:34]=[CH:33][CH:32]=[CH:31][C:27]=1[C:28](Cl)=[O:29].C(N(CC)C(C)C)(C)C.